Dataset: Reaction yield outcomes from USPTO patents with 853,638 reactions. Task: Predict the reaction yield, written as a fraction of the theoretical maximum amount of product (1.0 means a 100% yield; for example, 0.34 means a 34% yield). (1) The reactants are [NH2:1][C:2]1[CH:7]=[C:6]([N+:8]([O-:10])=[O:9])[CH:5]=[CH:4][C:3]=1[CH:11]=[CH:12][C:13]([O:15][CH3:16])=[O:14].[Cl:17][C:18]1[CH:28]=[C:27]([F:29])[C:26]([F:30])=[CH:25][C:19]=1[C:20]([N:22]=[C:23]=[O:24])=[O:21]. The catalyst is C(#N)C. The product is [Cl:17][C:18]1[CH:28]=[C:27]([F:29])[C:26]([F:30])=[CH:25][C:19]=1[C:20]([NH:22][C:23](=[O:24])[NH:1][C:2]1[CH:7]=[C:6]([N+:8]([O-:10])=[O:9])[CH:5]=[CH:4][C:3]=1[CH:11]=[CH:12][C:13]([O:15][CH3:16])=[O:14])=[O:21]. The yield is 0.950. (2) The reactants are C([N-]C(C)C)(C)C.[Li+].[Cl:9][C:10]1[CH:15]=[CH:14][C:13]([CH2:16][C:17]([OH:19])=[O:18])=[CH:12][CH:11]=1.I[CH2:21][CH:22]1[CH2:26][CH2:25][CH2:24][CH2:23]1. The catalyst is O1CCCC1.CN1CCCN(C)C1=O.CN1CCCN(C)C1=O. The product is [Cl:9][C:10]1[CH:11]=[CH:12][C:13]([CH:16]([CH2:21][CH:22]2[CH2:26][CH2:25][CH2:24][CH2:23]2)[C:17]([OH:19])=[O:18])=[CH:14][CH:15]=1. The yield is 0.791. (3) The yield is 0.757. The reactants are [CH2:1]([C:12]1[C:16]2[S:17][C:18]([C:20]([NH2:22])=O)=[CH:19][C:15]=2[S:14][CH:13]=1)[CH2:2][CH2:3][CH2:4][CH2:5][CH2:6][CH2:7][CH2:8][CH2:9][CH2:10][CH3:11]. The product is [CH2:1]([C:12]1[C:16]2[S:17][C:18]([C:20]#[N:22])=[CH:19][C:15]=2[S:14][CH:13]=1)[CH2:2][CH2:3][CH2:4][CH2:5][CH2:6][CH2:7][CH2:8][CH2:9][CH2:10][CH3:11]. The catalyst is O=P(Cl)(Cl)Cl. (4) The reactants are Cl.[F:2][C:3]1[CH:4]=[C:5]([CH:8]=[CH:9][C:10]=1[NH:11][S:12]([CH3:15])(=[O:14])=[O:13])[CH2:6][NH2:7].[C:16]([C:20]1[N:25]=[CH:24][C:23]([O:26][CH2:27][C:28](O)=[O:29])=[CH:22][C:21]=1[Cl:31])([CH3:19])([CH3:18])[CH3:17].CN1CCOCC1. The catalyst is C1COCC1. The product is [C:16]([C:20]1[N:25]=[CH:24][C:23]([O:26][CH2:27][C:28]([NH:7][CH2:6][C:5]2[CH:8]=[CH:9][C:10]([NH:11][S:12]([CH3:15])(=[O:14])=[O:13])=[C:3]([F:2])[CH:4]=2)=[O:29])=[CH:22][C:21]=1[Cl:31])([CH3:19])([CH3:17])[CH3:18]. The yield is 0.306. (5) The reactants are [Li+].CC([N-]C(C)C)C.[C:9]([O:14][CH2:15][CH3:16])(=[O:13])[CH:10]([CH3:12])[CH3:11].Br[CH2:18][CH2:19][CH2:20][CH2:21][CH2:22][CH2:23][CH2:24][Br:25]. The catalyst is C1COCC1. The product is [CH3:11][C:10]([CH3:12])([CH2:18][CH2:19][CH2:20][CH2:21][CH2:22][CH2:23][CH2:24][Br:25])[C:9]([O:14][CH2:15][CH3:16])=[O:13]. The yield is 0.450.